Dataset: Forward reaction prediction with 1.9M reactions from USPTO patents (1976-2016). Task: Predict the product of the given reaction. (1) Given the reactants [Br:1][C:2]1[CH:3]=[C:4]([CH:8]=[CH:9][CH:10]=1)[C:5]([OH:7])=O.CN(C(ON1N=NC2C=CC=NC1=2)=[N+](C)C)C.F[P-](F)(F)(F)(F)F.CCN(C(C)C)C(C)C.[I-].[CH2:45]([N+:49]1[N:53]=[C:52]([CH3:54])[S:51][C:50]=1[CH3:55])[CH2:46][CH2:47][CH3:48], predict the reaction product. The product is: [Br:1][C:2]1[CH:3]=[C:4]([C:5](=[O:7])/[CH:55]=[C:50]2\[S:51][C:52]([CH3:54])=[N:53][N:49]\2[CH2:45][CH2:46][CH2:47][CH3:48])[CH:8]=[CH:9][CH:10]=1. (2) Given the reactants [Br:1][C:2]1[C:11]([CH3:12])=[C:10]2[C:5]([CH:6]=[CH:7][C:8]([O:13][CH3:14])=[N:9]2)=[CH:4][CH:3]=1.[Br:15]N1C(=O)CCC1=O.C(OOC(=O)C1C=CC=CC=1)(=O)C1C=CC=CC=1, predict the reaction product. The product is: [Br:1][C:2]1[C:11]([CH2:12][Br:15])=[C:10]2[C:5]([CH:6]=[CH:7][C:8]([O:13][CH3:14])=[N:9]2)=[CH:4][CH:3]=1.